Dataset: Forward reaction prediction with 1.9M reactions from USPTO patents (1976-2016). Task: Predict the product of the given reaction. (1) Given the reactants [C:1]([O:5][C:6]([N:8]1[CH2:13][CH2:12][CH:11]([O:14][C:15]2[CH:16]=[C:17]3[C:22](=[CH:23][C:24]=2Br)[CH:21]=[N:20][CH:19]=[CH:18]3)[CH2:10][CH2:9]1)=[O:7])([CH3:4])([CH3:3])[CH3:2].O.C(OCC)(=O)C.[CH3:33][N:34](C=O)C, predict the reaction product. The product is: [C:1]([O:5][C:6]([N:8]1[CH2:13][CH2:12][CH:11]([O:14][C:15]2[CH:16]=[C:17]3[C:22](=[CH:23][C:24]=2[C:33]#[N:34])[CH:21]=[N:20][CH:19]=[CH:18]3)[CH2:10][CH2:9]1)=[O:7])([CH3:4])([CH3:3])[CH3:2]. (2) The product is: [CH3:1][C:2]12[O:3][CH:4]([CH:5]=[CH:6]1)[CH:8]1[C:7]([O:12][C:10](=[O:11])[CH:9]21)=[O:13]. Given the reactants [CH3:1][C:2]1[O:3][CH:4]=[CH:5][CH:6]=1.[C:7]1(=[O:13])[O:12][C:10](=[O:11])[CH:9]=[CH:8]1, predict the reaction product. (3) Given the reactants [F:1][C:2]1[CH:41]=[C:40]([F:42])[CH:39]=[CH:38][C:3]=1[O:4][C:5]1[CH:10]=[CH:9][C:8]([C:11]([F:14])([F:13])[F:12])=[CH:7][C:6]=1[C:15]1[N:16](COCC[Si](C)(C)C)[C:17]([CH3:29])=[C:18]2[C:23]=1[CH:22]=[C:21]([C:24]([NH:26][CH3:27])=[O:25])[NH:20][C:19]2=[O:28].C(O)(C(F)(F)F)=O.C([O-])(=O)C.[Na+], predict the reaction product. The product is: [F:1][C:2]1[CH:41]=[C:40]([F:42])[CH:39]=[CH:38][C:3]=1[O:4][C:5]1[CH:10]=[CH:9][C:8]([C:11]([F:14])([F:12])[F:13])=[CH:7][C:6]=1[C:15]1[NH:16][C:17]([CH3:29])=[C:18]2[C:23]=1[CH:22]=[C:21]([C:24]([NH:26][CH3:27])=[O:25])[NH:20][C:19]2=[O:28]. (4) Given the reactants Br[C:2]1[CH:3]=[C:4]([Cl:13])[C:5]([Cl:12])=[C:6]([C:8]([F:11])([F:10])[F:9])[CH:7]=1.C(OC(C)C)(C)C.COB(OC)OC.Br[C:29]([C:31]([F:34])([F:33])[F:32])=[CH2:30].C(=O)([O-])[O-].[K+].[K+], predict the reaction product. The product is: [Cl:13][C:4]1[CH:3]=[C:2]([C:29]([C:31]([F:34])([F:33])[F:32])=[CH2:30])[CH:7]=[C:6]([C:8]([F:11])([F:10])[F:9])[C:5]=1[Cl:12]. (5) Given the reactants [CH3:1][C:2]1[N:3]=[CH:4][N:5]([C:7]2[CH:12]=[CH:11][C:10]([N+:13]([O-])=O)=[CH:9][CH:8]=2)[CH:6]=1.O.O.Cl[Sn]Cl.[OH-].[K+], predict the reaction product. The product is: [CH3:1][C:2]1[N:3]=[CH:4][N:5]([C:7]2[CH:12]=[CH:11][C:10]([NH2:13])=[CH:9][CH:8]=2)[CH:6]=1.